This data is from Reaction yield outcomes from USPTO patents with 853,638 reactions. The task is: Predict the reaction yield, written as a fraction of the theoretical maximum amount of product (1.0 means a 100% yield; for example, 0.34 means a 34% yield). (1) The reactants are [O:1]1[C:5]2([CH2:10][CH2:9][CH:8]([N:11]3[CH:15]=[C:14]([Si](C)(C)C)[N:13]=[N:12]3)[CH2:7][CH2:6]2)[O:4][CH2:3][CH2:2]1.[F-].C([N+](CCCC)(CCCC)CCCC)CCC. The catalyst is C1COCC1.CCOC(C)=O. The product is [O:1]1[C:5]2([CH2:10][CH2:9][CH:8]([N:11]3[CH:15]=[CH:14][N:13]=[N:12]3)[CH2:7][CH2:6]2)[O:4][CH2:3][CH2:2]1. The yield is 0.890. (2) The reactants are O.O.[C:3]([O-:15])(=[O:14])[CH2:4][C:5]([CH2:10][C:11]([O-:13])=[O:12])([C:7]([O-:9])=[O:8])[OH:6].[Na+:16].[Na+].[Na+]. The catalyst is O. The product is [C:3]([O-:15])(=[O:14])[CH2:4][C:5]([CH2:10][C:11]([O-:13])=[O:12])([C:7]([O-:9])=[O:8])[OH:6].[Na+:16].[Na+:16].[Na+:16]. The yield is 0.0150. (3) The reactants are [CH3:1][C:2]1[C:3]([CH2:13]O)=[N:4][N:5]([C:7]2[CH:12]=[CH:11][CH:10]=[CH:9][CH:8]=2)[N:6]=1.P(Br)(Br)[Br:16].O. The catalyst is C1(C)C=CC=CC=1. The product is [Br:16][CH2:13][C:3]1[C:2]([CH3:1])=[N:6][N:5]([C:7]2[CH:12]=[CH:11][CH:10]=[CH:9][CH:8]=2)[N:4]=1. The yield is 0.900. (4) The reactants are C1(O)[C:10]2[C:5](=[CH:6][CH:7]=[CH:8][CH:9]=2)[CH:4]=[CH:3][CH:2]=1.[CH3:12][C:13]([CH3:15])=O.OS(O)(=O)=O.O=[Cr](=O)=O.[OH-:25].[Na+].[CH3:27]C(C)=O. No catalyst specified. The product is [CH3:12][C:13]1([CH3:15])[CH2:2][CH2:3][CH2:4][C:5]2([CH3:27])[C:6]1=[CH:7][CH2:8][CH2:9][C:10]2=[O:25]. The yield is 0.860. (5) The reactants are [Cl:1][C:2]1[CH:3]=[C:4]([CH:21]=[CH:22][C:23]=1[NH:24][C:25]([NH:27][CH:28]1[CH2:30][CH2:29]1)=[O:26])[O:5][C:6]1[C:15]2[C:10](=[CH:11][C:12]([O:19][CH3:20])=[C:13]([C:16]([OH:18])=O)[CH:14]=2)[N:9]=[CH:8][CH:7]=1.Cl.C(N=C=N[CH2:37][CH2:38][CH2:39][N:40](C)C)C.O.ON1C2C=CC=CC=2N=N1.C(N(CC)CC)C.C1(N)CC1. The catalyst is CN(C)C=O.O.C(OCC)(=O)C. The product is [CH:39]1([NH:40][C:16]([C:13]2[CH:14]=[C:15]3[C:10](=[CH:11][C:12]=2[O:19][CH3:20])[N:9]=[CH:8][CH:7]=[C:6]3[O:5][C:4]2[CH:21]=[CH:22][C:23]([NH:24][C:25]([NH:27][CH:28]3[CH2:29][CH2:30]3)=[O:26])=[C:2]([Cl:1])[CH:3]=2)=[O:18])[CH2:37][CH2:38]1. The yield is 0.426. (6) The reactants are [CH2:1]([N:8]([CH2:19][C:20]1[CH:25]=[CH:24][CH:23]=[CH:22][CH:21]=1)[C:9]1([C:12]2[CH:17]=[CH:16][C:15](Br)=[CH:14][CH:13]=2)[CH2:11][CH2:10]1)[C:2]1[CH:7]=[CH:6][CH:5]=[CH:4][CH:3]=1.[CH3:26][Si:27]([C:30]#[CH:31])([CH3:29])[CH3:28]. The catalyst is C(N(CC)CC)C.[Cu]I.Cl[Pd](Cl)([P](C1C=CC=CC=1)(C1C=CC=CC=1)C1C=CC=CC=1)[P](C1C=CC=CC=1)(C1C=CC=CC=1)C1C=CC=CC=1. The product is [CH2:1]([N:8]([CH2:19][C:20]1[CH:25]=[CH:24][CH:23]=[CH:22][CH:21]=1)[C:9]1([C:12]2[CH:17]=[CH:16][C:15]([C:31]#[C:30][Si:27]([CH3:29])([CH3:28])[CH3:26])=[CH:14][CH:13]=2)[CH2:11][CH2:10]1)[C:2]1[CH:7]=[CH:6][CH:5]=[CH:4][CH:3]=1. The yield is 0.880. (7) The catalyst is C(Cl)Cl.CCOC(C)=O. The product is [CH3:21][O:20][N:19]([CH3:18])[C:14]([C@@H:10]1[CH2:11][CH2:12][CH2:13][N:8]([C:6]([O:5][C:1]([CH3:2])([CH3:3])[CH3:4])=[O:7])[CH2:9]1)=[O:16]. The reactants are [C:1]([O:5][C:6]([N:8]1[CH2:13][CH2:12][CH2:11][C@@H:10]([C:14]([OH:16])=O)[CH2:9]1)=[O:7])([CH3:4])([CH3:3])[CH3:2].Cl.[CH3:18][NH:19][O:20][CH3:21].CCN=C=NCCCN(C)C.Cl.CCN(C(C)C)C(C)C. The yield is 0.820. (8) The catalyst is CO. The yield is 0.950. The reactants are [I:1][C:2]1[NH:6][N:5]=[C:4]([C:7]([O:9]C)=O)[CH:3]=1.[NH3:11]. The product is [I:1][C:2]1[NH:6][N:5]=[C:4]([C:7]([NH2:11])=[O:9])[CH:3]=1. (9) The reactants are [CH3:1][C:2]1[C:3]([N+:9]([O-])=O)=[C:4]([OH:8])[CH:5]=[CH:6][CH:7]=1. The catalyst is CO.[Pd]. The yield is 1.00. The product is [NH2:9][C:3]1[C:2]([CH3:1])=[CH:7][CH:6]=[CH:5][C:4]=1[OH:8]. (10) The reactants are [C:1]([C:3]1[C:4]([C:21]2[CH:26]=[CH:25][C:24]([Cl:27])=[CH:23][C:22]=2[Cl:28])=[C:5]([C:16]([O:18]CC)=[O:17])[S:6][C:7]=1[N:8]1[CH2:13][CH2:12][O:11][CH:10]([CH2:14][F:15])[CH2:9]1)#[N:2].[OH-].[Na+].CCO.O. No catalyst specified. The product is [C:1]([C:3]1[C:4]([C:21]2[CH:26]=[CH:25][C:24]([Cl:27])=[CH:23][C:22]=2[Cl:28])=[C:5]([C:16]([OH:18])=[O:17])[S:6][C:7]=1[N:8]1[CH2:13][CH2:12][O:11][CH:10]([CH2:14][F:15])[CH2:9]1)#[N:2]. The yield is 0.990.